Dataset: Catalyst prediction with 721,799 reactions and 888 catalyst types from USPTO. Task: Predict which catalyst facilitates the given reaction. Reactant: [F:1][C:2]([F:13])([F:12])[C:3]1[CH:4]=[C:5]([CH:9]=[CH:10][CH:11]=1)[C:6]([OH:8])=O.CN(C(ON1N=NC2C=CC=NC1=2)=[N+](C)C)C.F[P-](F)(F)(F)(F)F.CCN(C(C)C)C(C)C.[N:47]1([C:53]([O:55][C:56]([CH3:59])([CH3:58])[CH3:57])=[O:54])[CH2:52][CH2:51][NH:50][CH2:49][CH2:48]1. The catalyst class is: 3. Product: [F:12][C:2]([F:1])([F:13])[C:3]1[CH:4]=[C:5]([CH:9]=[CH:10][CH:11]=1)[C:6]([N:50]1[CH2:49][CH2:48][N:47]([C:53]([O:55][C:56]([CH3:59])([CH3:58])[CH3:57])=[O:54])[CH2:52][CH2:51]1)=[O:8].